The task is: Predict the product of the given reaction.. This data is from Forward reaction prediction with 1.9M reactions from USPTO patents (1976-2016). (1) Given the reactants [C:1]([O:5][C:6]([NH:8][C@@H:9]([CH2:13][C:14]1[CH:19]=[CH:18][C:17]([O:20][C:21]2[CH:26]=[CH:25][C:24]([CH:27]=[O:28])=[CH:23][CH:22]=2)=[CH:16][CH:15]=1)[C:10]([OH:12])=[O:11])=[O:7])([CH3:4])([CH3:3])[CH3:2].[C:29]([O-])(O)=O.[Na+].IC.C(Cl)(Cl)Cl.CO, predict the reaction product. The product is: [CH3:29][O:11][C:10](=[O:12])[C@@H:9]([NH:8][C:6]([O:5][C:1]([CH3:4])([CH3:2])[CH3:3])=[O:7])[CH2:13][C:14]1[CH:19]=[CH:18][C:17]([O:20][C:21]2[CH:26]=[CH:25][C:24]([CH:27]=[O:28])=[CH:23][CH:22]=2)=[CH:16][CH:15]=1. (2) The product is: [O:1]=[C:2]1[CH2:17][C:16](=[O:22])[CH2:15][C:4]2([CH2:7][N:6]([C:8]([O:10][C:11]([CH3:14])([CH3:12])[CH3:13])=[O:9])[CH2:5]2)[NH:3]1. Given the reactants [O:1]=[C:2]1[CH:17](C(OC)=O)[C:16](=[O:22])[CH2:15][C:4]2([CH2:7][N:6]([C:8]([O:10][C:11]([CH3:14])([CH3:13])[CH3:12])=[O:9])[CH2:5]2)[NH:3]1.O=C1C(C(OC)=O)C(=O)CC2(CCCCC2)N1, predict the reaction product. (3) Given the reactants P([O-])([O-])([O-])=O.[K+].[K+].[K+].[N+:9]([C:12]1[CH:17]=[CH:16][C:15]([OH:18])=[CH:14][CH:13]=1)([O-:11])=[O:10].CO.C1N=C(N)C2N=CN([C@@H]3[O:34][C@H](COP(OP(OC[C@H]4O[C@@H](N5C=C(C(N)=O)CC=C5)[C@H](O)[C@@H]4O)(O)=O)(O)=O)[C@@H](O)[C@H]3OP(O)(O)=O)C=2N=1.[Cl-].[Mg+2].[Cl-].[Cl-].[Mg+2].[Cl-].FC(F)(F)C(O)=O, predict the reaction product. The product is: [N+:9]([C:12]1[CH:17]=[C:16]([OH:34])[C:15](=[CH:14][CH:13]=1)[OH:18])([O-:11])=[O:10]. (4) The product is: [Br:3][C:4]1[CH:9]=[CH:8][C:7]([C:10]2([C:11]([O:13][CH3:14])=[O:12])[CH2:25][CH2:24][O:23][CH2:22][CH2:21]2)=[C:6]([N+:15]([O-:17])=[O:16])[CH:5]=1. Given the reactants [H-].[Na+].[Br:3][C:4]1[CH:9]=[CH:8][C:7]([CH2:10][C:11]([O:13][CH3:14])=[O:12])=[C:6]([N+:15]([O-:17])=[O:16])[CH:5]=1.[I-].[Na+].Br[CH2:21][CH2:22][O:23][CH2:24][CH2:25]Br, predict the reaction product. (5) The product is: [Cl:1][C:2]1[CH:7]=[CH:6][C:5]([CH2:8][N:11]2[CH2:15][CH2:14][CH2:13][CH2:12]2)=[CH:4][N+:3]=1[O-:10]. Given the reactants [Cl:1][C:2]1[CH:7]=[CH:6][C:5]([CH2:8]Cl)=[CH:4][N+:3]=1[O-:10].[NH:11]1[CH2:15][CH2:14][CH2:13][CH2:12]1, predict the reaction product. (6) Given the reactants C(NC(C)C)(C)C.[CH2:8]([Li])[CH2:9][CH2:10][CH3:11].[C:13]([C:15]1[C:16](=[O:22])[NH:17][C:18](C)=[CH:19][CH:20]=1)#[N:14].BrCCC, predict the reaction product. The product is: [CH2:8]([C:18]1[NH:17][C:16](=[O:22])[C:15]([C:13]#[N:14])=[CH:20][CH:19]=1)[CH2:9][CH2:10][CH3:11]. (7) Given the reactants CC1(C)C(C)(C)OB([C:9]2[CH2:14][CH2:13][N:12]([C:15]3[N:20]=[CH:19][N:18]([CH2:21][C:22]4[S:23][C:24]([C:27]([F:30])([F:29])[F:28])=[CH:25][CH:26]=4)[C:17](=[O:31])[N:16]=3)[CH2:11][CH:10]=2)O1.C([O:36][C:37]1[CH:42]=[C:41](Br)[CH:40]=[CH:39][C:38]=1[F:44])(=O)C, predict the reaction product. The product is: [F:44][C:38]1[CH:39]=[CH:40][C:41]([C:9]2[CH2:14][CH2:13][N:12]([C:15]3[N:20]=[CH:19][N:18]([CH2:21][C:22]4[S:23][C:24]([C:27]([F:29])([F:30])[F:28])=[CH:25][CH:26]=4)[C:17](=[O:31])[N:16]=3)[CH2:11][CH:10]=2)=[CH:42][C:37]=1[OH:36].